Task: Predict the reactants needed to synthesize the given product.. Dataset: Full USPTO retrosynthesis dataset with 1.9M reactions from patents (1976-2016) (1) Given the product [C:16]([O:19][CH2:20][N:5]1[C:6]([C:9]([O:11][CH2:12][CH3:13])=[O:10])=[CH:7][C:8]2[O:1][CH:2]=[CH:3][C:4]1=2)(=[O:18])[CH3:17], predict the reactants needed to synthesize it. The reactants are: [O:1]1[C:8]2[CH:7]=[C:6]([C:9]([O:11][CH2:12][CH3:13])=[O:10])[NH:5][C:4]=2[CH:3]=[CH:2]1.[Na+].[I-].[C:16]([O:19][CH2:20]Cl)(=[O:18])[CH3:17].C1CCN2C(=NCCC2)CC1. (2) Given the product [Cl:15][C:12]1[CH:13]=[CH:14][C:9]([C:8]([NH:7][C:5]2[S:6][NH:2][C:1](=[O:3])[N:4]=2)=[O:16])=[CH:10][CH:11]=1, predict the reactants needed to synthesize it. The reactants are: [C:1]([NH:4][C:5]([NH:7][C:8](=[O:16])[C:9]1[CH:14]=[CH:13][C:12]([Cl:15])=[CH:11][CH:10]=1)=[S:6])(=[O:3])[NH2:2].BrBr.O.CO. (3) Given the product [F:7][C:8]1[CH:13]=[CH:12][C:11]([F:14])=[CH:10][C:9]=1[O:15][C:20]1[N:21]=[C:22]([O:46][CH2:47][CH2:48][CH3:49])[C:23]2[N:28]=[C:27]([C:29]3[CH:30]=[C:31]([CH3:45])[C:32]([O:33][CH2:34][C:35]([O:37][C:38]([CH3:39])([CH3:40])[CH3:41])=[O:36])=[C:42]([CH3:44])[CH:43]=3)[O:26][C:24]=2[N:25]=1, predict the reactants needed to synthesize it. The reactants are: C(=O)([O-])[O-].[K+].[K+].[F:7][C:8]1[CH:13]=[CH:12][C:11]([F:14])=[CH:10][C:9]=1[OH:15].CS([C:20]1[N:21]=[C:22]([O:46][CH2:47][CH2:48][CH3:49])[C:23]2[N:28]=[C:27]([C:29]3[CH:43]=[C:42]([CH3:44])[C:32]([O:33][CH2:34][C:35]([O:37][C:38]([CH3:41])([CH3:40])[CH3:39])=[O:36])=[C:31]([CH3:45])[CH:30]=3)[O:26][C:24]=2[N:25]=1)(=O)=O.S(=O)(=O)(O)[O-].[Na+]. (4) Given the product [F:1][C:2]1[CH:3]=[C:4]([N+:12]([O-:14])=[O:13])[C:5]([CH3:11])=[C:6]([CH:7]=1)[NH2:8], predict the reactants needed to synthesize it. The reactants are: [F:1][C:2]1[CH:3]=[C:4]([N+:12]([O-:14])=[O:13])[C:5]([CH3:11])=[C:6]([N+:8]([O-])=O)[CH:7]=1.O.O.O.O.O.O.O.O.O.[S-2].[Na+].[Na+].